This data is from Forward reaction prediction with 1.9M reactions from USPTO patents (1976-2016). The task is: Predict the product of the given reaction. (1) The product is: [N+:1]([C:4]1[CH:5]=[C:6]2[C:10](=[CH:11][CH:12]=1)[C:9](=[O:13])[N:8]([CH2:14][CH:15]([C:21](=[O:22])[CH3:26])[C:16]([O:18][CH2:19][CH3:20])=[O:17])[C:7]2=[O:27])([O-:3])=[O:2]. Given the reactants [N+:1]([C:4]1[CH:5]=[C:6]2[C:10](=[CH:11][CH:12]=1)[C:9](=[O:13])[N:8]([CH2:14][CH:15]([C:21]1([CH3:26])OCC[O:22]1)[C:16]([O:18][CH2:19][CH3:20])=[O:17])[C:7]2=[O:27])([O-:3])=[O:2].O.C1(C)C=CC(S(O)(=O)=O)=CC=1, predict the reaction product. (2) Given the reactants [NH2:1][C:2]1[C:10]([F:11])=[CH:9][CH:8]=[CH:7][C:3]=1[C:4]([OH:6])=O.[CH3:12][NH2:13].[CH:14]1([N:18]2[CH2:23][CH2:22][CH:21]([O:24][C:25]3[CH:32]=[CH:31][C:28]([CH:29]=O)=[C:27](OC)[CH:26]=3)[CH2:20][CH2:19]2)[CH2:17][CH2:16][CH2:15]1, predict the reaction product. The product is: [CH:14]1([N:18]2[CH2:23][CH2:22][CH:21]([O:24][C:25]3[CH:32]=[CH:31][C:28]([C:29]4[N:13]([CH3:12])[C:4](=[O:6])[C:3]5[C:2](=[C:10]([F:11])[CH:9]=[CH:8][CH:7]=5)[N:1]=4)=[CH:27][CH:26]=3)[CH2:20][CH2:19]2)[CH2:17][CH2:16][CH2:15]1. (3) The product is: [CH3:1][NH:2][CH:10]1[CH2:11][N:12]([C:14]2[C:15]3[N:16]([CH:25]=[N:26][N:27]=3)[C:17]3[CH:23]=[C:22]([CH3:24])[CH:21]=[N:20][C:18]=3[N:19]=2)[CH2:13]1. Given the reactants [CH3:1][N:2]([CH:10]1[CH2:13][N:12]([C:14]2[C:15]3[N:16]([CH:25]=[N:26][N:27]=3)[C:17]3[CH:23]=[C:22]([CH3:24])[CH:21]=[N:20][C:18]=3[N:19]=2)[CH2:11]1)C(=O)OC(C)(C)C, predict the reaction product. (4) Given the reactants [BH4-].[Na+].O.[CH3:4][O:5][C:6](=[O:27])[C:7]([C:9]1[N:17]2[C:12]([CH:13]=[CH:14][CH:15]=[CH:16]2)=[C:11]([C:18](=[O:25])[C:19]2[CH:24]=[CH:23][CH:22]=[CH:21][CH:20]=2)[C:10]=1[CH3:26])=[O:8].C(O)(=O)C, predict the reaction product. The product is: [CH3:4][O:5][C:6](=[O:27])[CH:7]([C:9]1[N:17]2[C:12]([CH:13]=[CH:14][CH:15]=[CH:16]2)=[C:11]([C:18](=[O:25])[C:19]2[CH:24]=[CH:23][CH:22]=[CH:21][CH:20]=2)[C:10]=1[CH3:26])[OH:8]. (5) Given the reactants [NH2:1][CH2:2][C:3]1[C:4](=[O:13])[NH:5][C:6]([CH3:12])=[CH:7][C:8]=1[CH2:9][CH2:10][CH3:11].[C:14]1(/C=C/C(=O)C)[CH:19]=CC=C[CH:15]=1, predict the reaction product. The product is: [NH2:1][CH2:2][C:3]1[C:4](=[O:13])[NH:5][C:6]([CH3:12])=[CH:7][C:8]=1[C:9]1[CH:19]=[CH:14][CH:15]=[CH:11][CH:10]=1. (6) Given the reactants [F:1][C:2]1[CH:3]=[C:4]2[C:8](=[CH:9][CH:10]=1)[N:7]([CH2:11][CH2:12][CH2:13][C:14]([NH:16][C:17]1[C:26]3[C:21](=[CH:22][CH:23]=[CH:24][CH:25]=3)[CH:20]=[CH:19][CH:18]=1)=[O:15])[CH:6]=[CH:5]2.[H-].[Na+].I[CH3:30].O, predict the reaction product. The product is: [F:1][C:2]1[CH:3]=[C:4]2[C:8](=[CH:9][CH:10]=1)[N:7]([CH2:11][CH2:12][CH2:13][C:14]([N:16]([CH3:30])[C:17]1[C:26]3[C:21](=[CH:22][CH:23]=[CH:24][CH:25]=3)[CH:20]=[CH:19][CH:18]=1)=[O:15])[CH:6]=[CH:5]2. (7) Given the reactants [C:1]1([NH:7][C@@H:8]2[CH2:12][CH2:11][NH:10][CH2:9]2)[CH:6]=[CH:5][CH:4]=[CH:3][CH:2]=1.[F:13][C:14]1[CH:22]=[CH:21][C:20]([CH:23]=[O:24])=[CH:19][C:15]=1[C:16](O)=[O:17].F[P-](F)(F)(F)(F)F.N1(OC(N(C)C)=[N+](C)C)C2C=CC=CC=2N=N1.C(N(CC)C(C)C)(C)C, predict the reaction product. The product is: [F:13][C:14]1[CH:22]=[CH:21][C:20]([CH:23]=[O:24])=[CH:19][C:15]=1[C:16]([N:10]1[CH2:11][CH2:12][C@@H:8]([NH:7][C:1]2[CH:6]=[CH:5][CH:4]=[CH:3][CH:2]=2)[CH2:9]1)=[O:17]. (8) The product is: [C:49]([CH2:48][C:47]([NH:46][CH2:40][CH2:39][CH2:38][O:37][C:34]1[CH:35]=[CH:36][C:31]([CH2:30][C:29]2[C:25]([O:24][C@@H:6]3[O:7][C@H:8]([CH2:19][OH:20])[C@H:9]([OH:15])[C@H:10]([OH:11])[C@H:5]3[OH:4])=[N:26][NH:27][C:28]=2[CH:43]([CH3:45])[CH3:44])=[C:32]([CH3:42])[CH:33]=1)([CH3:53])[CH3:52])(=[O:50])[NH2:51]. Given the reactants C([O:4][C@@H:5]1[C@@H:10]([O:11]C(=O)C)[C@@H:9]([O:15]C(=O)C)[C@@H:8]([CH2:19][O:20]C(=O)C)[O:7][C@H:6]1[O:24][C:25]1[C:29]([CH2:30][C:31]2[CH:36]=[CH:35][C:34]([O:37][CH2:38][CH2:39][CH2:40]O)=[CH:33][C:32]=2[CH3:42])=[C:28]([CH:43]([CH3:45])[CH3:44])[NH:27][N:26]=1)(=O)C.[NH2:46][C:47]([CH3:53])([CH3:52])[CH2:48][C:49]([NH2:51])=[O:50].NC(C)(C)C(NCCO)=O, predict the reaction product.